This data is from Catalyst prediction with 721,799 reactions and 888 catalyst types from USPTO. The task is: Predict which catalyst facilitates the given reaction. Reactant: CO[C:3]([C:5]1[N:6]=[CH:7][C:8]2[C:13]([C:14]=1[OH:15])=[CH:12][CH:11]=[C:10]([O:16][C:17]1[CH:22]=[CH:21][CH:20]=[CH:19][CH:18]=1)[CH:9]=2)=[O:4].[NH2:23][C:24]([CH3:30])([CH3:29])[CH2:25][C:26]([OH:28])=[O:27].C[O-].[Na+].Cl. Product: [OH:15][C:14]1[C:13]2[C:8](=[CH:9][C:10]([O:16][C:17]3[CH:18]=[CH:19][CH:20]=[CH:21][CH:22]=3)=[CH:11][CH:12]=2)[CH:7]=[N:6][C:5]=1[C:3]([NH:23][C:24]([CH3:30])([CH3:29])[CH2:25][C:26]([OH:28])=[O:27])=[O:4]. The catalyst class is: 18.